This data is from Reaction yield outcomes from USPTO patents with 853,638 reactions. The task is: Predict the reaction yield, written as a fraction of the theoretical maximum amount of product (1.0 means a 100% yield; for example, 0.34 means a 34% yield). (1) The reactants are [CH3:1][C:2]1[N:3]=[C:4]([NH:11][C:12](=[O:20])OC2C=CC=CC=2)[C:5]([O:9][CH3:10])=[N:6][C:7]=1[CH3:8].[F:21][C:22]1[CH:27]=[CH:26][CH:25]=[CH:24][C:23]=1[N:28]1[CH2:33][CH2:32][NH:31][CH2:30][CH2:29]1. No catalyst specified. The product is [CH3:1][C:2]1[N:3]=[C:4]([NH:11][C:12]([N:31]2[CH2:30][CH2:29][N:28]([C:23]3[CH:24]=[CH:25][CH:26]=[CH:27][C:22]=3[F:21])[CH2:33][CH2:32]2)=[O:20])[C:5]([O:9][CH3:10])=[N:6][C:7]=1[CH3:8]. The yield is 0.745. (2) The reactants are [OH:1][CH:2]([CH3:6])[C:3](=[O:5])[CH3:4].C(N(CC)CC)C.[C:14](Cl)(=[O:18])[C:15]([CH3:17])=[CH2:16]. The catalyst is C(Cl)Cl.COC1C=CC(O)=CC=1. The product is [C:14]([O:5][CH:3]([C:2](=[O:1])[CH3:6])[CH3:4])(=[O:18])[C:15]([CH3:17])=[CH2:16]. The yield is 0.531. (3) The reactants are [CH3:1][CH:2]([CH3:37])[CH2:3][C@@H:4]([NH:21][C:22]1[CH:36]=[CH:35][C:25]([C:26]([NH:28][CH2:29][CH2:30][C:31]([O:33]C)=[O:32])=[O:27])=[CH:24][N:23]=1)[C:5]1[CH:10]=[CH:9][C:8]([C:11]2[CH:16]=[CH:15][C:14]([C:17]([F:20])([F:19])[F:18])=[CH:13][CH:12]=2)=[CH:7][CH:6]=1.O1CCCC1.[OH-].[Na+]. The catalyst is CO. The product is [CH3:1][CH:2]([CH3:37])[CH2:3][C@@H:4]([NH:21][C:22]1[CH:36]=[CH:35][C:25]([C:26]([NH:28][CH2:29][CH2:30][C:31]([OH:33])=[O:32])=[O:27])=[CH:24][N:23]=1)[C:5]1[CH:6]=[CH:7][C:8]([C:11]2[CH:12]=[CH:13][C:14]([C:17]([F:19])([F:20])[F:18])=[CH:15][CH:16]=2)=[CH:9][CH:10]=1. The yield is 0.764. (4) The reactants are FC(F)(F)C(O)=O.[CH2:8]1[CH:12]2[CH2:13][C:14](=[O:16])[CH2:15][CH:11]2[CH2:10][NH:9]1.[N:17]1([C:22](Cl)=[O:23])[CH2:21][CH2:20][CH2:19][CH2:18]1.C(N(CC)CC)C.C(O)(=O)CC(CC(O)=O)(C(O)=O)O. The catalyst is ClCCl. The product is [N:17]1([C:22]([N:9]2[CH2:10][CH:11]3[CH2:15][C:14](=[O:16])[CH2:13][CH:12]3[CH2:8]2)=[O:23])[CH2:21][CH2:20][CH2:19][CH2:18]1. The yield is 0.585. (5) The reactants are Cl.[NH2:2][C@H:3]([C:8]([O:10][CH:11]1[CH2:15][CH2:14][CH2:13][CH2:12]1)=[O:9])[CH2:4][CH:5]([CH3:7])[CH3:6].[C:16]([O:20][C:21]([NH:23][C:24]1[CH:29]=[CH:28][C:27]([CH2:30][CH2:31][CH2:32][C:33](O)=[O:34])=[CH:26][CH:25]=1)=[O:22])([CH3:19])([CH3:18])[CH3:17].CCN(C(C)C)C(C)C.C1CN([P+](Br)(N2CCCC2)N2CCCC2)CC1.F[P-](F)(F)(F)(F)F. The catalyst is CN(C=O)C.CCOC(C)=O. The product is [C:16]([O:20][C:21]([NH:23][C:24]1[CH:25]=[CH:26][C:27]([CH2:30][CH2:31][CH2:32][C:33]([NH:2][C@H:3]([C:8]([O:10][CH:11]2[CH2:12][CH2:13][CH2:14][CH2:15]2)=[O:9])[CH2:4][CH:5]([CH3:7])[CH3:6])=[O:34])=[CH:28][CH:29]=1)=[O:22])([CH3:19])([CH3:18])[CH3:17]. The yield is 0.500. (6) The reactants are Cl.[NH2:2][CH2:3][C:4]1[CH:12]=[CH:11][CH:10]=[C:9]2[C:5]=1[CH2:6][N:7]([CH:14]1[CH2:19][CH2:18][C:17](=[O:20])[NH:16][C:15]1=[O:21])[C:8]2=[O:13].C(N(CC)CC)C.[C:29]1([N:35]=[C:36]=[O:37])[CH:34]=[CH:33][CH:32]=[CH:31][CH:30]=1. The catalyst is C1COCC1. The product is [O:21]=[C:15]1[CH:14]([N:7]2[CH2:6][C:5]3[C:9](=[CH:10][CH:11]=[CH:12][C:4]=3[CH2:3][NH:2][C:36]([NH:35][C:29]3[CH:34]=[CH:33][CH:32]=[CH:31][CH:30]=3)=[O:37])[C:8]2=[O:13])[CH2:19][CH2:18][C:17](=[O:20])[NH:16]1. The yield is 0.890. (7) The reactants are [CH3:1][C@H:2]1[NH:7][C@@H:6]([CH3:8])[CH2:5][N:4]([C:9]2[CH:19]=[CH:18][C:12]([C:13]([O:15]CC)=O)=[CH:11][CH:10]=2)[CH2:3]1.[CH3:20][O:21][C:22]1[CH:23]=[C:24]([CH2:30][CH2:31][C:32]2[CH:33]=[C:34]([NH2:37])[NH:35][N:36]=2)[CH:25]=[C:26]([O:28][CH3:29])[CH:27]=1.C[Al](C)C. The catalyst is ClCCl. The product is [CH3:29][O:28][C:26]1[CH:25]=[C:24]([CH2:30][CH2:31][C:32]2[CH:33]=[C:34]([NH:37][C:13](=[O:15])[C:12]3[CH:11]=[CH:10][C:9]([N:4]4[CH2:5][C@H:6]([CH3:8])[NH:7][C@H:2]([CH3:1])[CH2:3]4)=[CH:19][CH:18]=3)[NH:35][N:36]=2)[CH:23]=[C:22]([O:21][CH3:20])[CH:27]=1. The yield is 0.502. (8) The reactants are Br[C:2]1[CH:3]=[C:4]([C:8]([CH3:29])([CH3:28])[CH2:9][NH:10][C:11](=[O:27])[C:12]2[CH:17]=[CH:16][CH:15]=[C:14]([C:18]3[N:22]=[C:21]([C:23]([F:26])([F:25])[F:24])[O:20][N:19]=3)[CH:13]=2)[CH:5]=[CH:6][CH:7]=1.[C:30]1(B(O)O)[CH:35]=[CH:34][CH:33]=[CH:32][CH:31]=1.C(=O)([O-])[O-].[K+].[K+]. The catalyst is C1COCC1.[Pd+2].ClC1C=C[C-](P(C(C)(C)C)C(C)(C)C)C=1Cl.[C-]1(P(C(C)(C)C)C(C)(C)C)C=CC=C1.[Fe+2]. The product is [C:2]1([C:30]2[CH:35]=[CH:34][CH:33]=[CH:32][CH:31]=2)[CH:7]=[CH:6][CH:5]=[C:4]([C:8]([CH3:29])([CH3:28])[CH2:9][NH:10][C:11](=[O:27])[C:12]2[CH:17]=[CH:16][CH:15]=[C:14]([C:18]3[N:22]=[C:21]([C:23]([F:26])([F:25])[F:24])[O:20][N:19]=3)[CH:13]=2)[CH:3]=1. The yield is 0.180. (9) The reactants are [O:1]1[C:5]2[CH:6]=[CH:7][C:8]([CH2:10][NH:11][CH2:12][CH2:13][CH:14]3[CH2:19][CH2:18][CH2:17][CH2:16][N:15]3[C:20]3[CH:25]=[CH:24][N:23]=[C:22]([N:26]4[CH:30]=[CH:29][N:28]=[CH:27]4)[N:21]=3)=[CH:9][C:4]=2[O:3][CH2:2]1.CCN(C(C)C)C(C)C.[C:40](OC(=O)C)(=[O:42])[CH3:41]. The catalyst is C1COCC1. The product is [C:40]([N:11]([CH2:10][C:8]1[CH:7]=[CH:6][C:5]2[O:1][CH2:2][O:3][C:4]=2[CH:9]=1)[CH2:12][CH2:13][CH:14]1[CH2:19][CH2:18][CH2:17][CH2:16][N:15]1[C:20]1[CH:25]=[CH:24][N:23]=[C:22]([N:26]2[CH:30]=[CH:29][N:28]=[CH:27]2)[N:21]=1)(=[O:42])[CH3:41]. The yield is 0.600. (10) The yield is 0.550. The catalyst is C1COCC1. The product is [O:21]1[CH2:26][CH2:25][N:24]([CH2:27][CH2:28][NH:29][C:16](=[O:18])[C:15]2[CH:14]=[CH:13][C:12](/[CH:11]=[CH:10]/[C:3]3[C:4]4[C:9](=[CH:8][CH:7]=[CH:6][CH:5]=4)[NH:1][N:2]=3)=[CH:20][CH:19]=2)[CH2:23][CH2:22]1. The reactants are [NH:1]1[C:9]2[C:4](=[CH:5][CH:6]=[CH:7][CH:8]=2)[C:3](/[CH:10]=[CH:11]/[C:12]2[CH:20]=[CH:19][C:15]([C:16]([OH:18])=O)=[CH:14][CH:13]=2)=[N:2]1.[O:21]1[CH2:26][CH2:25][N:24]([CH2:27][CH2:28][NH2:29])[CH2:23][CH2:22]1.O.ON1C2C=CC=CC=2N=N1.Cl.C(N=C=NCCCN(C)C)C.C(=O)([O-])O.[Na+].